From a dataset of Forward reaction prediction with 1.9M reactions from USPTO patents (1976-2016). Predict the product of the given reaction. (1) Given the reactants [CH2:1]([C:3]1[C:8](=[O:9])[NH:7][C:6]([CH3:10])=[C:5]([C:11]2[CH:12]=[N:13][CH:14]=[C:15]([C:17]([OH:19])=O)[CH:16]=2)[CH:4]=1)[CH3:2].[CH3:20][O:21][C:22]1[CH:27]=[CH:26][C:25]([CH2:28][CH2:29][NH2:30])=[CH:24][CH:23]=1, predict the reaction product. The product is: [CH3:20][O:21][C:22]1[CH:27]=[CH:26][C:25]([CH2:28][CH2:29][NH:30][C:17]([C:15]2[CH:16]=[C:11]([C:5]3[CH:4]=[C:3]([CH2:1][CH3:2])[C:8](=[O:9])[NH:7][C:6]=3[CH3:10])[CH:12]=[N:13][CH:14]=2)=[O:19])=[CH:24][CH:23]=1. (2) Given the reactants [CH:1]([O:4][C:5]1[CH:6]=[C:7]([CH:11]=[C:12]([O:14][CH2:15][CH2:16][C:17]2[CH:21]=[CH:20][S:19][CH:18]=2)[CH:13]=1)[C:8]([OH:10])=O)([CH3:3])[CH3:2].[CH2:22]([N:29]1[CH:33]=[CH:32][C:31]([NH2:34])=[N:30]1)[C:23]1[CH:28]=[CH:27][CH:26]=[CH:25][CH:24]=1, predict the reaction product. The product is: [CH2:22]([N:29]1[CH:33]=[CH:32][C:31]([NH:34][C:8](=[O:10])[C:7]2[CH:11]=[C:12]([O:14][CH2:15][CH2:16][C:17]3[CH:21]=[CH:20][S:19][CH:18]=3)[CH:13]=[C:5]([O:4][CH:1]([CH3:2])[CH3:3])[CH:6]=2)=[N:30]1)[C:23]1[CH:24]=[CH:25][CH:26]=[CH:27][CH:28]=1. (3) Given the reactants C(OC(=O)[NH:7][CH2:8][C:9]1[CH:14]=[CH:13][C:12]([C:15]2[CH:20]=[CH:19][CH:18]=[CH:17][C:16]=2[O:21][CH2:22][CH3:23])=[C:11]([NH:24][C:25]([C:27]2[C:36](=[O:37])[C:35]3[C:30](=[CH:31][CH:32]=[CH:33][CH:34]=3)[NH:29][CH:28]=2)=[O:26])[CH:10]=1)(C)(C)C.C(Cl)Cl.C(O)(C(F)(F)F)=[O:43], predict the reaction product. The product is: [NH2:7][CH2:8][C:9]1[CH:14]=[CH:13][C:12]([C:15]2[CH:20]=[CH:19][CH:18]=[CH:17][C:16]=2[O:21][CH2:22][CH3:23])=[C:11]([NH2:24])[CH:10]=1.[O:37]=[C:36]1[C:35]2[C:30](=[CH:31][CH:32]=[CH:33][CH:34]=2)[NH:29][CH:28]=[C:27]1[C:25]([OH:26])=[O:43]. (4) Given the reactants [C:1]([O:5][C:6]([N:8]1[CH2:11][CH:10]([O:12][C:13]2[CH:18]=[C:17]([Cl:19])[CH:16]=[CH:15][C:14]=2[OH:20])[CH2:9]1)=[O:7])([CH3:4])([CH3:3])[CH3:2].[CH2:21]([O:23][C:24]([C:26]1[CH:30]=[C:29]([CH2:31]Br)[O:28][C:27]=1[C:33]([F:36])([F:35])[F:34])=[O:25])[CH3:22].C([O-])([O-])=O.[Cs+].[Cs+], predict the reaction product. The product is: [C:1]([O:5][C:6]([N:8]1[CH2:9][CH:10]([O:12][C:13]2[CH:18]=[C:17]([Cl:19])[CH:16]=[CH:15][C:14]=2[O:20][CH2:31][C:29]2[O:28][C:27]([C:33]([F:35])([F:36])[F:34])=[C:26]([C:24]([O:23][CH2:21][CH3:22])=[O:25])[CH:30]=2)[CH2:11]1)=[O:7])([CH3:4])([CH3:2])[CH3:3]. (5) The product is: [C:11]([OH:13])(=[O:12])[CH3:10].[NH:1]1[CH2:6][CH2:5][CH:4]([C@H:7]([OH:9])[CH3:8])[CH2:3][CH2:2]1. Given the reactants [N:1]1[CH:6]=[CH:5][C:4]([C@H:7]([OH:9])[CH3:8])=[CH:3][CH:2]=1.[CH3:10][C:11]([OH:13])=[O:12], predict the reaction product. (6) Given the reactants [C:1]1([CH3:14])[CH:6]=[C:5]([CH3:7])[CH:4]=[C:3]([CH3:8])[C:2]=1[S:9]([O:12][NH2:13])(=[O:11])=[O:10].[CH3:15][C:16]1[C:17]([NH2:23])=[N:18][C:19]([CH3:22])=[CH:20][CH:21]=1, predict the reaction product. The product is: [NH2:13][N:18]1[C:19]([CH3:22])=[CH:20][CH:21]=[C:16]([CH3:15])[C:17]1=[NH2+:23].[CH3:8][C:3]1[CH:4]=[C:5]([CH3:7])[CH:6]=[C:1]([CH3:14])[C:2]=1[S:9]([O-:12])(=[O:11])=[O:10]. (7) Given the reactants [CH3:1][C:2]([C:4]([CH3:6])=[CH2:5])=[CH2:3].[CH2:7]([OH:13])[CH2:8][CH2:9][CH2:10][C:11]#[CH:12], predict the reaction product. The product is: [CH3:3][C:2]1[CH2:1][CH:12]=[C:11]([CH2:10][CH2:9][CH2:8][CH2:7][OH:13])[CH2:5][C:4]=1[CH3:6]. (8) Given the reactants Cl.[CH3:2][C@@:3]([S:29]([CH3:32])(=[O:31])=[O:30])([CH2:14][CH2:15][N:16]1[CH:21]=[CH:20][C:19]([C:22]2[CH:27]=[CH:26][CH:25]=[CH:24][CH:23]=2)=[CH:18][C:17]1=[O:28])[C:4]([NH:6][O:7]C1CCCCO1)=[O:5], predict the reaction product. The product is: [OH:7][NH:6][C:4](=[O:5])[C@:3]([CH3:2])([S:29]([CH3:32])(=[O:31])=[O:30])[CH2:14][CH2:15][N:16]1[CH:21]=[CH:20][C:19]([C:22]2[CH:23]=[CH:24][CH:25]=[CH:26][CH:27]=2)=[CH:18][C:17]1=[O:28]. (9) Given the reactants [CH2:1]([C:6]([CH2:8][CH2:9][CH2:10][CH2:11][CH3:12])=[CH2:7])[CH2:2][CH2:3][CH2:4][CH3:5].CC(C)([O-])C.[K+].[CH:19]([Br:22])(Br)[Br:20].Cl, predict the reaction product. The product is: [Br:20][C:19]1([Br:22])[CH2:7][C:6]1([CH2:1][CH2:2][CH2:3][CH2:4][CH3:5])[CH2:8][CH2:9][CH2:10][CH2:11][CH3:12].